Dataset: Peptide-MHC class I binding affinity with 185,985 pairs from IEDB/IMGT. Task: Regression. Given a peptide amino acid sequence and an MHC pseudo amino acid sequence, predict their binding affinity value. This is MHC class I binding data. (1) The peptide sequence is QEFFWDANDI. The MHC is Mamu-B17 with pseudo-sequence Mamu-B17. The binding affinity (normalized) is 0. (2) The peptide sequence is YYPSARIVY. The MHC is HLA-A30:02 with pseudo-sequence HLA-A30:02. The binding affinity (normalized) is 0. (3) The peptide sequence is VGSQGENQLY. The MHC is HLA-A01:01 with pseudo-sequence HLA-A01:01. The binding affinity (normalized) is 0.161.